Dataset: NCI-60 drug combinations with 297,098 pairs across 59 cell lines. Task: Regression. Given two drug SMILES strings and cell line genomic features, predict the synergy score measuring deviation from expected non-interaction effect. (1) Cell line: NCI-H522. Drug 1: CCN(CC)CCNC(=O)C1=C(NC(=C1C)C=C2C3=C(C=CC(=C3)F)NC2=O)C. Synergy scores: CSS=-1.65, Synergy_ZIP=0.554, Synergy_Bliss=0.140, Synergy_Loewe=-2.17, Synergy_HSA=-1.82. Drug 2: C1=CN(C=N1)CC(O)(P(=O)(O)O)P(=O)(O)O. (2) Drug 1: CC1=CC2C(CCC3(C2CCC3(C(=O)C)OC(=O)C)C)C4(C1=CC(=O)CC4)C. Drug 2: C1=CC=C(C=C1)NC(=O)CCCCCCC(=O)NO. Cell line: NCIH23. Synergy scores: CSS=7.71, Synergy_ZIP=-3.51, Synergy_Bliss=-1.19, Synergy_Loewe=-16.6, Synergy_HSA=-3.57.